Dataset: Forward reaction prediction with 1.9M reactions from USPTO patents (1976-2016). Task: Predict the product of the given reaction. (1) Given the reactants [C:1]([OH:5])(=O)[CH:2]=[CH2:3].[CH3:6][NH:7][CH2:8][C:9]1[S:17][C:16]2[C:15]([N:18]3[CH2:23][CH2:22][O:21][CH2:20][CH2:19]3)=[N:14][C:13]([C:24]3[CH:25]=[C:26]([OH:30])[CH:27]=[CH:28][CH:29]=3)=[N:12][C:11]=2[CH:10]=1.CN(C(ON1N=NC2C=CC=NC1=2)=[N+](C)C)C.F[P-](F)(F)(F)(F)F, predict the reaction product. The product is: [OH:30][C:26]1[CH:25]=[C:24]([C:13]2[N:14]=[C:15]([N:18]3[CH2:19][CH2:20][O:21][CH2:22][CH2:23]3)[C:16]3[S:17][C:9]([CH2:8][N:7]([CH3:6])[C:1](=[O:5])[CH:2]=[CH2:3])=[CH:10][C:11]=3[N:12]=2)[CH:29]=[CH:28][CH:27]=1. (2) Given the reactants [F:1][C:2]1[CH:10]=[C:9]2[C:5]([C:6]([C:20]3[CH:21]=[CH:22][C:23]([N:26]4[CH2:31][CH2:30][CH:29]([NH2:32])[CH2:28][CH2:27]4)=[N:24][CH:25]=3)=[CH:7][N:8]2S(C2C=CC=CC=2)(=O)=O)=[CH:4][CH:3]=1.[OH-].[Na+], predict the reaction product. The product is: [F:1][C:2]1[CH:10]=[C:9]2[C:5]([C:6]([C:20]3[CH:21]=[CH:22][C:23]([N:26]4[CH2:31][CH2:30][CH:29]([NH2:32])[CH2:28][CH2:27]4)=[N:24][CH:25]=3)=[CH:7][NH:8]2)=[CH:4][CH:3]=1. (3) Given the reactants CN1CCN(C2C=CC(NC3C4N(N=CN=4)C(C4C=C(C(N)=O)SC=4)=CN=3)=CC=2)CC1.[Br:32][C:33]1[N:38]2[N:39]=[CH:40][N:41]=[C:37]2[C:36](Br)=[N:35][CH:34]=1.[CH3:43][O:44][C:45](=[O:53])[C:46]1[CH:51]=[CH:50][C:49]([NH2:52])=[CH:48][CH:47]=1.C(N(C(C)C)C(C)C)C, predict the reaction product. The product is: [CH3:43][O:44][C:45](=[O:53])[C:46]1[CH:51]=[CH:50][C:49]([NH:52][C:36]2[C:37]3[N:38]([N:39]=[CH:40][N:41]=3)[C:33]([Br:32])=[CH:34][N:35]=2)=[CH:48][CH:47]=1. (4) The product is: [Br:1][C:2]1[C:3]([CH2:20][N:21]2[CH2:25][CH:24]([CH2:26][CH2:27][CH3:28])[CH2:23][C:22]2=[O:29])=[C:4]2[N:10]=[CH:9][NH:8][C:5]2=[N:6][CH:7]=1. Given the reactants [Br:1][C:2]1[C:3]([CH2:20][N:21]2[CH2:25][CH:24]([CH2:26][CH2:27][CH3:28])[CH2:23][C:22]2=[O:29])=[C:4]2[N:10]=[CH:9][N:8](CC3C=CC(OC)=CC=3)[C:5]2=[N:6][CH:7]=1.C1(OC)C=CC=CC=1.OS(O)(=O)=O.C([O-])(O)=O.[Na+], predict the reaction product. (5) Given the reactants [F:1][C:2]([F:32])([F:31])[C:3]1[CH:26]=[C:25]([C:27]([F:30])([F:29])[F:28])[CH:24]=[CH:23][C:4]=1[CH2:5][O:6][C:7]1[CH:14]=[CH:13][C:10]([CH:11]=O)=[CH:9][C:8]=1[O:15][CH2:16][CH:17]1[CH2:22][CH2:21][CH2:20][CH2:19][CH2:18]1.[CH3:33][NH:34][C:35]1[CH2:39][S:38][C:37](=[O:40])[N:36]=1.CC(C)([O-])C.[K+].O, predict the reaction product. The product is: [F:1][C:2]([F:31])([F:32])[C:3]1[CH:26]=[C:25]([C:27]([F:30])([F:29])[F:28])[CH:24]=[CH:23][C:4]=1[CH2:5][O:6][C:7]1[CH:14]=[CH:13][C:10](/[CH:11]=[C:39]2/[C:35]([NH:34][CH3:33])=[N:36][C:37](=[O:40])[S:38]/2)=[CH:9][C:8]=1[O:15][CH2:16][CH:17]1[CH2:18][CH2:19][CH2:20][CH2:21][CH2:22]1.